From a dataset of Peptide-MHC class II binding affinity with 134,281 pairs from IEDB. Regression. Given a peptide amino acid sequence and an MHC pseudo amino acid sequence, predict their binding affinity value. This is MHC class II binding data. (1) The peptide sequence is YDKFLANVSTVLTGE. The MHC is DRB1_0401 with pseudo-sequence DRB1_0401. The binding affinity (normalized) is 0.633. (2) The peptide sequence is EKKYFAATQPEPLAA. The MHC is HLA-DPA10201-DPB10501 with pseudo-sequence HLA-DPA10201-DPB10501. The binding affinity (normalized) is 0.471.